This data is from Reaction yield outcomes from USPTO patents with 853,638 reactions. The task is: Predict the reaction yield, written as a fraction of the theoretical maximum amount of product (1.0 means a 100% yield; for example, 0.34 means a 34% yield). (1) The reactants are [Li+].[CH3:2][C:3]([O-:6])([CH3:5])[CH3:4].[Cl:7][C:8]1[CH:16]=[C:15]([N+:17]([O-:19])=[O:18])[CH:14]=[CH:13][C:9]=1[C:10](Cl)=[O:11]. The catalyst is O1CCCC1. The product is [Cl:7][C:8]1[CH:16]=[C:15]([N+:17]([O-:19])=[O:18])[CH:14]=[CH:13][C:9]=1[C:10]([O:6][C:3]([CH3:5])([CH3:4])[CH3:2])=[O:11]. The yield is 0.880. (2) The reactants are [Cl:1][C:2]1[C:3]([CH:14]=[O:15])=[CH:4][NH:5][C:6]=1[C:7]1[C:8]([F:13])=[N:9][CH:10]=[CH:11][CH:12]=1.[H-].[Na+].C1OCCOCCOCCOCCOC1.[N:33]1[CH:38]=[CH:37][CH:36]=[C:35]([S:39](Cl)(=[O:41])=[O:40])[CH:34]=1. The catalyst is O1CCCC1.[Cl-].[Na+].O. The product is [Cl:1][C:2]1[C:3]([CH:14]=[O:15])=[CH:4][N:5]([S:39]([C:35]2[CH:34]=[N:33][CH:38]=[CH:37][CH:36]=2)(=[O:41])=[O:40])[C:6]=1[C:7]1[C:8]([F:13])=[N:9][CH:10]=[CH:11][CH:12]=1. The yield is 0.810. (3) The reactants are [CH3:1][O:2][C:3]([C:5]1([C:8]2[CH:13]=[CH:12][C:11]([OH:14])=[C:10]([C:15](=[N:17][OH:18])[CH3:16])[CH:9]=2)[CH2:7][CH2:6]1)=[O:4].[CH3:19][C:20](OC(C)=O)=[O:21]. No catalyst specified. The product is [C:20]([O:18]/[N:17]=[C:15](/[C:10]1[CH:9]=[C:8]([C:5]2([C:3]([O:2][CH3:1])=[O:4])[CH2:7][CH2:6]2)[CH:13]=[CH:12][C:11]=1[OH:14])\[CH3:16])(=[O:21])[CH3:19]. The yield is 0.990. (4) The reactants are [OH-].[Na+].[Cl:3][C:4]1[CH:5]=[C:6]([CH:24]=[CH:25][C:26]=1[NH:27][C:28]([NH:30][CH2:31][CH3:32])=[O:29])[O:7][C:8]1[C:17]2[C:12](=[CH:13][C:14]([O:22][CH3:23])=[C:15]([C:18]([O:20]C)=[O:19])[CH:16]=2)[N:11]=[CH:10][CH:9]=1.Cl. The catalyst is CO. The product is [Cl:3][C:4]1[CH:5]=[C:6]([CH:24]=[CH:25][C:26]=1[NH:27][C:28]([NH:30][CH2:31][CH3:32])=[O:29])[O:7][C:8]1[C:17]2[C:12](=[CH:13][C:14]([O:22][CH3:23])=[C:15]([C:18]([OH:20])=[O:19])[CH:16]=2)[N:11]=[CH:10][CH:9]=1. The yield is 0.940. (5) The reactants are [CH3:1][O:2][C:3]1[CH:17]=[C:16]([O:18][CH3:19])[CH:15]=[CH:14][C:4]=1[CH2:5][NH:6][C:7]1[CH:12]=[CH:11][N:10]=[C:9]([F:13])[N:8]=1.[Li+].C[Si]([N-][Si](C)(C)C)(C)C.[F:30][C:31]1[CH:36]=[C:35]([F:37])[C:34]([F:38])=[CH:33][C:32]=1[S:39](Cl)(=[O:41])=[O:40]. The catalyst is C1COCC1. The product is [CH3:1][O:2][C:3]1[CH:17]=[C:16]([O:18][CH3:19])[CH:15]=[CH:14][C:4]=1[CH2:5][N:6]([C:7]1[CH:12]=[CH:11][N:10]=[C:9]([F:13])[N:8]=1)[S:39]([C:32]1[CH:33]=[C:34]([F:38])[C:35]([F:37])=[CH:36][C:31]=1[F:30])(=[O:41])=[O:40]. The yield is 0.630.